From a dataset of Full USPTO retrosynthesis dataset with 1.9M reactions from patents (1976-2016). Predict the reactants needed to synthesize the given product. (1) Given the product [C:12]1(=[O:13])[C:9]2=[C:10]3[C:5](=[CH:6][CH:7]=[CH:8]2)[CH:4]=[CH:3][CH:2]=[C:1]3[CH2:11]1, predict the reactants needed to synthesize it. The reactants are: [C:1]1([CH2:11][C:12](Cl)=[O:13])[C:10]2[C:5](=[CH:6][CH:7]=[CH:8][CH:9]=2)[CH:4]=[CH:3][CH:2]=1.[Al+3].[Cl-].[Cl-].[Cl-]. (2) Given the product [C:24]([O:23][CH:21]([O:20][C:19]([NH:9][C@H:8]([C:10]([N:12]1[CH2:16][CH2:15][CH2:14][C@H:13]1[C:17]#[N:18])=[O:11])[CH2:7][O:6][C:2]([CH3:5])([CH3:3])[CH3:4])=[O:27])[CH3:22])(=[O:26])[CH3:25], predict the reactants needed to synthesize it. The reactants are: Cl.[C:2]([O:6][CH2:7][C@@H:8]([C:10]([N:12]1[CH2:16][CH2:15][CH2:14][C@H:13]1[C:17]#[N:18])=[O:11])[NH2:9])([CH3:5])([CH3:4])[CH3:3].[C:19](=O)([O:27]C1C=CC([N+]([O-])=O)=CC=1)[O:20][CH:21]([O:23][C:24](=[O:26])[CH3:25])[CH3:22].C(N(CC)CC)C.